Dataset: Peptide-MHC class I binding affinity with 185,985 pairs from IEDB/IMGT. Task: Regression. Given a peptide amino acid sequence and an MHC pseudo amino acid sequence, predict their binding affinity value. This is MHC class I binding data. The peptide sequence is ILKEPVHGV. The MHC is HLA-B15:01 with pseudo-sequence HLA-B15:01. The binding affinity (normalized) is 0.385.